Dataset: Reaction yield outcomes from USPTO patents with 853,638 reactions. Task: Predict the reaction yield, written as a fraction of the theoretical maximum amount of product (1.0 means a 100% yield; for example, 0.34 means a 34% yield). (1) The reactants are C(N(CC)CC)C.C(O[C:13]([NH:15][N:16]([C:18]1[CH:23]=[CH:22][CH:21]=[C:20]([F:24])[C:19]=1[F:25])C)=O)(C)(C)C.[CH3:26][C@:27]12[C:33]([CH3:35])([CH3:34])[C@H:30]([CH2:31][CH2:32]1)[CH:29]([C:36](Cl)=[O:37])[C:28]2=O.Cl.O1CCOCC1. The catalyst is ClCCCl. The product is [F:25][C:19]1[C:20]([F:24])=[CH:21][CH:22]=[CH:23][C:18]=1[N:16]1[C:36](=[O:37])[C:29]2[C@@H:30]3[C:33]([CH3:35])([CH3:34])[C@@:27]([CH3:26])([CH2:32][CH2:31]3)[C:28]=2[N:15]1[CH3:13]. The yield is 0.290. (2) The reactants are [F:1][C:2]([F:27])([F:26])[C:3]1[CH:8]=[CH:7][C:6]([N:9]2[CH2:14][CH2:13][CH:12]([O:15][C:16]3[N:17]=[CH:18][C:19]([C:22]([O:24]C)=[O:23])=[N:20][CH:21]=3)[CH2:11][CH2:10]2)=[CH:5][CH:4]=1.[OH-].[Na+].[ClH:30]. The catalyst is CC(C)=O. The product is [ClH:30].[F:27][C:2]([F:1])([F:26])[C:3]1[CH:4]=[CH:5][C:6]([N:9]2[CH2:14][CH2:13][CH:12]([O:15][C:16]3[N:17]=[CH:18][C:19]([C:22]([OH:24])=[O:23])=[N:20][CH:21]=3)[CH2:11][CH2:10]2)=[CH:7][CH:8]=1. The yield is 0.960.